From a dataset of Full USPTO retrosynthesis dataset with 1.9M reactions from patents (1976-2016). Predict the reactants needed to synthesize the given product. (1) Given the product [Cl:1][C:2]1[C:10]([Cl:11])=[C:9]2[C:5]([CH2:6][C:7]([CH:14]3[CH2:18][CH2:17][CH2:16][CH2:15]3)([CH3:13])[C:8]2=[O:12])=[CH:4][C:3]=1[O:19][CH2:20][C:21]1[CH:28]=[CH:27][C:24]([C:25]2[NH:31][N:30]=[N:29][N:26]=2)=[CH:23][N:22]=1, predict the reactants needed to synthesize it. The reactants are: [Cl:1][C:2]1[C:10]([Cl:11])=[C:9]2[C:5]([CH2:6][C:7]([CH:14]3[CH2:18][CH2:17][CH2:16][CH2:15]3)([CH3:13])[C:8]2=[O:12])=[CH:4][C:3]=1[O:19][CH2:20][C:21]1[CH:28]=[CH:27][C:24]([C:25]#[N:26])=[CH:23][N:22]=1.[N:29]([Si](C)(C)C)=[N+:30]=[N-:31].C([Sn](=O)CCCC)CCC. (2) Given the product [C:18]([O:17][C@@H:10]([C:4]1[C:5]([CH3:9])=[N:6][C:7]([CH3:8])=[C:2]([C:41]2[CH:40]=[CH:39][C:38]([O:37][CH2:36][CH2:35][C:34]3[CH:33]=[CH:32][C:31]([F:30])=[CH:56][CH:55]=3)=[CH:43][CH:42]=2)[C:3]=1[N:22]1[CH2:27][CH2:26][C:25]([CH3:29])([CH3:28])[CH2:24][CH2:23]1)[C:11]([O:13][CH:14]([CH3:16])[CH3:15])=[O:12])([CH3:21])([CH3:20])[CH3:19], predict the reactants needed to synthesize it. The reactants are: Br[C:2]1[C:3]([N:22]2[CH2:27][CH2:26][C:25]([CH3:29])([CH3:28])[CH2:24][CH2:23]2)=[C:4]([C@H:10]([O:17][C:18]([CH3:21])([CH3:20])[CH3:19])[C:11]([O:13][CH:14]([CH3:16])[CH3:15])=[O:12])[C:5]([CH3:9])=[N:6][C:7]=1[CH3:8].[F:30][C:31]1[CH:56]=[CH:55][C:34]([CH2:35][CH2:36][O:37][C:38]2[CH:43]=[CH:42][C:41](B3OC(=O)CN(C)CC(=O)O3)=[CH:40][CH:39]=2)=[CH:33][CH:32]=1.C1(P(C2CCCCC2)C2C=CC=CC=2C2C(OC)=CC=CC=2OC)CCCCC1.[O-]P([O-])([O-])=O.[K+].[K+].[K+]. (3) Given the product [Cl:3][C:2]1[N:4]=[C:5]([Cl:6])[N:7]=[C:8]([O:15][CH2:14][C@H:12]2[CH2:13][C:11]2([F:16])[F:10])[N:1]=1, predict the reactants needed to synthesize it. The reactants are: [N:1]1[C:8](Cl)=[N:7][C:5]([Cl:6])=[N:4][C:2]=1[Cl:3].[F:10][C:11]1([F:16])[CH2:13][C@@H:12]1[CH2:14][OH:15].CCN(C(C)C)C(C)C.CCOC(C)=O. (4) Given the product [CH:1]1([N:6]([C:26]2[C:25]([Cl:24])=[CH:30][N:29]=[C:28]([Cl:31])[N:27]=2)[NH:7][C:8]([O:10][C:11]([CH3:14])([CH3:13])[CH3:12])=[O:9])[CH2:2][CH2:3][CH2:4][CH2:5]1, predict the reactants needed to synthesize it. The reactants are: [CH:1]1([NH:6][NH:7][C:8]([O:10][C:11]([CH3:14])([CH3:13])[CH3:12])=[O:9])[CH2:5][CH2:4][CH2:3][CH2:2]1.CCN(C(C)C)C(C)C.[Cl:24][C:25]1[C:26](Cl)=[N:27][C:28]([Cl:31])=[N:29][CH:30]=1. (5) Given the product [C:1]([O:5][NH:6][C:7]([C:9]1[CH:18]=[C:17]2[C:12]([CH:13]([CH3:21])[CH2:14][C:15]([CH3:20])([CH3:19])[NH:16]2)=[CH:11][CH:10]=1)=[O:8])([CH3:4])([CH3:2])[CH3:3], predict the reactants needed to synthesize it. The reactants are: [C:1]([O:5][NH:6][C:7]([C:9]1[CH:18]=[C:17]2[C:12]([C:13]([CH3:21])=[CH:14][C:15]([CH3:20])([CH3:19])[NH:16]2)=[CH:11][CH:10]=1)=[O:8])([CH3:4])([CH3:3])[CH3:2]. (6) The reactants are: Cl.[CH:2]1([N:8]2[CH2:12][CH2:11][C:10]3([CH2:17][CH2:16][CH2:15][NH:14][CH2:13]3)[C:9]2=[O:18])[CH2:7][CH2:6][CH2:5][CH2:4][CH2:3]1.Br[C:20]1[CH:25]=[CH:24][CH:23]=[CH:22][C:21]=1[F:26].CC(C)([O-])C.[Na+]. Given the product [CH:2]1([N:8]2[CH2:12][CH2:11][C:10]3([CH2:17][CH2:16][CH2:15][N:14]([C:20]4[CH:25]=[CH:24][CH:23]=[CH:22][C:21]=4[F:26])[CH2:13]3)[C:9]2=[O:18])[CH2:3][CH2:4][CH2:5][CH2:6][CH2:7]1, predict the reactants needed to synthesize it. (7) Given the product [Cl:20][C:19]1[CH:18]=[CH:17][C:16]([C:21]2([O:32][CH3:33])[C@H:26]([OH:27])[C@@H:25]([OH:28])[C@H:24]([OH:29])[C@@H:23]([CH2:30][OH:31])[O:22]2)=[CH:15][C:14]=1[CH2:13][C:12]1[CH:11]=[CH:10][C:9]([OH:8])=[CH:35][CH:34]=1, predict the reactants needed to synthesize it. The reactants are: [Si]([O:8][C:9]1[CH:35]=[CH:34][C:12]([CH2:13][C:14]2[CH:15]=[C:16]([C:21]3([O:32][CH3:33])[C@H:26]([OH:27])[C@@H:25]([OH:28])[C@H:24]([OH:29])[C@@H:23]([CH2:30][OH:31])[O:22]3)[CH:17]=[CH:18][C:19]=2[Cl:20])=[CH:11][CH:10]=1)(C(C)(C)C)(C)C.O.O.O.[F-].C([N+](CCCC)(CCCC)CCCC)CCC.